Dataset: Full USPTO retrosynthesis dataset with 1.9M reactions from patents (1976-2016). Task: Predict the reactants needed to synthesize the given product. (1) Given the product [Cl:1][C:2]1[CH:3]=[CH:4][C:5]([N:11]2[CH:15]=[N:14][CH:13]=[N:12]2)=[C:6]([CH:9]=1)[CH:7]=[O:8], predict the reactants needed to synthesize it. The reactants are: [Cl:1][C:2]1[CH:3]=[CH:4][C:5](F)=[C:6]([CH:9]=1)[CH:7]=[O:8].[NH:11]1[CH:15]=[N:14][CH:13]=[N:12]1.C(=O)([O-])[O-].[Cs+].[Cs+]. (2) Given the product [N:10]1([CH:19]([C:1]2[CH:6]=[CH:5][CH:4]=[CH:3][CH:2]=2)[C:20]([OH:22])=[O:21])[CH2:16][CH2:15][CH2:14][CH2:13][CH2:12][CH2:11]1, predict the reactants needed to synthesize it. The reactants are: [C:1]1(B(O)O)[CH:6]=[CH:5][CH:4]=[CH:3][CH:2]=1.[NH:10]1[CH2:16][CH2:15][CH2:14][CH2:13][CH2:12][CH2:11]1.O.O=[CH:19][C:20]([OH:22])=[O:21]. (3) Given the product [O:29]1[CH:30]=[CH:31][CH:32]=[C:28]1[C:2]1[CH:3]=[C:4]2[C:8](=[CH:9][CH:10]=1)[NH:7][C:6]([C:11]([NH2:13])=[O:12])=[C:5]2[S:14]([N:17]1[CH2:18][CH2:19][O:20][CH2:21][CH2:22]1)(=[O:16])=[O:15], predict the reactants needed to synthesize it. The reactants are: Br[C:2]1[CH:3]=[C:4]2[C:8](=[CH:9][CH:10]=1)[NH:7][C:6]([C:11]([NH2:13])=[O:12])=[C:5]2[S:14]([N:17]1[CH2:22][CH2:21][O:20][CH2:19][CH2:18]1)(=[O:16])=[O:15].C([Sn](CCCC)(CCCC)[C:28]1[O:29][CH:30]=[CH:31][CH:32]=1)CCC.C1(C)C=CC=CC=1P(C1C=CC=CC=1C)C1C=CC=CC=1C.C([O-])(O)=O.[Na+]. (4) Given the product [Br:9][CH:10]([Br:11])[C:28](=[O:29])[C@@H:20]([NH:19][C:17]([O:16][C:12]([CH3:14])([CH3:13])[CH3:15])=[O:18])[CH2:21][C:22]1[CH:27]=[CH:26][CH:25]=[CH:24][CH:23]=1, predict the reactants needed to synthesize it. The reactants are: C([N-]C(C)C)(C)C.[Li+].[Br:9][CH2:10][Br:11].[C:12]([O:16][C:17]([NH:19][C@H:20]([C:28](O)=[O:29])[CH2:21][C:22]1[CH:27]=[CH:26][CH:25]=[CH:24][CH:23]=1)=[O:18])([CH3:15])([CH3:14])[CH3:13].Cl. (5) The reactants are: [F:1][C:2]1[CH:3]=[C:4]2[C:8](=[CH:9][CH:10]=1)[NH:7][CH:6]=[C:5]2[CH2:11][CH:12]1[CH2:17][CH2:16][NH:15][CH2:14][CH2:13]1.[C:18](O[C:18]([O:20][C:21]([CH3:24])([CH3:23])[CH3:22])=[O:19])([O:20][C:21]([CH3:24])([CH3:23])[CH3:22])=[O:19]. Given the product [F:1][C:2]1[CH:3]=[C:4]2[C:8](=[CH:9][CH:10]=1)[NH:7][CH:6]=[C:5]2[CH2:11][CH:12]1[CH2:17][CH2:16][N:15]([C:18]([O:20][C:21]([CH3:24])([CH3:23])[CH3:22])=[O:19])[CH2:14][CH2:13]1, predict the reactants needed to synthesize it.